From a dataset of Catalyst prediction with 721,799 reactions and 888 catalyst types from USPTO. Predict which catalyst facilitates the given reaction. (1) Reactant: [Cl:1][C:2]1[C:3]([C:9]2[CH:10]=[CH:11][C:12]3[N:16]=[CH:15][N:14]([CH2:17][C:18]4[CH:23]=[CH:22][CH:21]=[C:20]([F:24])[CH:19]=4)[C:13]=3[CH:25]=2)=[CH:4][C:5](F)=[N:6][CH:7]=1.[NH2:26][CH:27]1[CH2:30][C:29]2([CH2:34][CH2:33][N:32]([C:35]([O:37][C:38]([CH3:41])([CH3:40])[CH3:39])=[O:36])[CH2:31]2)[CH2:28]1.C(N(C(C)C)CC)(C)C.O. Product: [Cl:1][C:2]1[C:3]([C:9]2[CH:10]=[CH:11][C:12]3[N:16]=[CH:15][N:14]([CH2:17][C:18]4[CH:23]=[CH:22][CH:21]=[C:20]([F:24])[CH:19]=4)[C:13]=3[CH:25]=2)=[CH:4][C:5]([NH:26][CH:27]2[CH2:28][C:29]3([CH2:34][CH2:33][N:32]([C:35]([O:37][C:38]([CH3:41])([CH3:40])[CH3:39])=[O:36])[CH2:31]3)[CH2:30]2)=[N:6][CH:7]=1. The catalyst class is: 148. (2) Reactant: C(OC([N:8]1[CH2:13][CH2:12][C:11]([CH2:25][NH2:26])([C:14]2[CH:19]=[CH:18][C:17]([O:20][C:21]([F:24])([F:23])[F:22])=[CH:16][CH:15]=2)[CH2:10][CH2:9]1)=O)(C)(C)C.[ClH:27]. Product: [ClH:27].[F:24][C:21]([F:22])([F:23])[O:20][C:17]1[CH:18]=[CH:19][C:14]([C:11]2([CH2:25][NH2:26])[CH2:10][CH2:9][NH:8][CH2:13][CH2:12]2)=[CH:15][CH:16]=1. The catalyst class is: 5. (3) Reactant: [CH:1]([O:4][C:5]1[CH:6]=[C:7]([CH:11]=[C:12]([O:14][CH:15]([CH3:17])[CH3:16])[CH:13]=1)[C:8](O)=[O:9])([CH3:3])[CH3:2].S(Cl)([Cl:20])=O. The catalyst class is: 48. Product: [CH:1]([O:4][C:5]1[CH:6]=[C:7]([CH:11]=[C:12]([O:14][CH:15]([CH3:17])[CH3:16])[CH:13]=1)[C:8]([Cl:20])=[O:9])([CH3:3])[CH3:2].